This data is from CYP1A2 inhibition data for predicting drug metabolism from PubChem BioAssay. The task is: Regression/Classification. Given a drug SMILES string, predict its absorption, distribution, metabolism, or excretion properties. Task type varies by dataset: regression for continuous measurements (e.g., permeability, clearance, half-life) or binary classification for categorical outcomes (e.g., BBB penetration, CYP inhibition). Dataset: cyp1a2_veith. (1) The compound is CCOC(=O)CSc1nnc(CSc2nc3sc4c(c3c(=O)[nH]2)CCCC4)n1-c1ccccc1. The result is 1 (inhibitor). (2) The molecule is COc1ccc2nc(NCN3C(=O)c4ccccc4C3=O)sc2c1. The result is 1 (inhibitor). (3) The compound is O=C(c1ccco1)N1CCC[C@@]2(CCN(c3ccccc3)C2)C1. The result is 1 (inhibitor). (4) The result is 0 (non-inhibitor). The compound is C[N+]1(CCC[N+]2(C)C[C@@H]3[C@@H]4C=C[C@@H](CC4)[C@H]3C2)CCOCC1. (5) The molecule is CN(C)Cc1nsc(N(C)C)n1. The result is 0 (non-inhibitor). (6) The compound is CS(=O)(=O)O.N=C(N)SCCc1ccncc1. The result is 0 (non-inhibitor). (7) The drug is N#Cc1c(-c2ccc(Cl)cc2)nc2n(c1=O)CCCS2. The result is 1 (inhibitor). (8) The molecule is COCCNC(=O)CCn1c(=O)oc2ccccc21. The result is 0 (non-inhibitor).